This data is from Full USPTO retrosynthesis dataset with 1.9M reactions from patents (1976-2016). The task is: Predict the reactants needed to synthesize the given product. (1) Given the product [NH2:14][C:13]1[N:9]([C:3]2[CH:4]=[CH:5][C:6]([C:29]#[N:30])=[CH:7][C:2]=2[F:1])[N:10]=[C:11]([NH:15][C:16]2[CH:21]=[CH:20][C:19]([N:22]3[CH2:27][CH2:26][O:25][CH2:24][CH2:23]3)=[CH:18][CH:17]=2)[N:12]=1, predict the reactants needed to synthesize it. The reactants are: [F:1][C:2]1[CH:7]=[C:6](I)[CH:5]=[CH:4][C:3]=1[N:9]1[C:13]([NH2:14])=[N:12][C:11]([NH:15][C:16]2[CH:21]=[CH:20][C:19]([N:22]3[CH2:27][CH2:26][O:25][CH2:24][CH2:23]3)=[CH:18][CH:17]=2)=[N:10]1.[Cu][C:29]#[N:30].O. (2) The reactants are: [CH2:1]([C@:3]1([CH3:28])[C:7](=[O:8])[N:6]([C:9]2[CH:10]=[CH:11][C:12]([O:15][C:16]3[CH:23]=[CH:22][C:19]([C:20]#[N:21])=[C:18]([C:24]([CH3:26])=[CH2:25])[CH:17]=3)=[N:13][CH:14]=2)[C:5](=[O:27])[NH:4]1)[CH3:2]. Given the product [CH2:1]([C@:3]1([CH3:28])[C:7](=[O:8])[N:6]([C:9]2[CH:10]=[CH:11][C:12]([O:15][C:16]3[CH:23]=[CH:22][C:19]([C:20]#[N:21])=[C:18]([CH:24]([CH3:25])[CH3:26])[CH:17]=3)=[N:13][CH:14]=2)[C:5](=[O:27])[NH:4]1)[CH3:2], predict the reactants needed to synthesize it.